The task is: Predict the reactants needed to synthesize the given product.. This data is from Full USPTO retrosynthesis dataset with 1.9M reactions from patents (1976-2016). Given the product [F:22][C:23]1[CH:24]=[C:25]2[C:30](=[CH:31][CH:32]=1)[CH2:29][N:28]([C:4]1[N:3]=[C:2]([CH3:1])[N:7]([CH2:8][C:9]3[S:10][C:11]([C:14]([F:17])([F:16])[F:15])=[CH:12][CH:13]=3)[C:6](=[O:18])[N:5]=1)[CH2:27][CH2:26]2, predict the reactants needed to synthesize it. The reactants are: [CH3:1][C:2]1[N:7]([CH2:8][C:9]2[S:10][C:11]([C:14]([F:17])([F:16])[F:15])=[CH:12][CH:13]=2)[C:6](=[O:18])[N:5]=[C:4](SC)[N:3]=1.Cl.[F:22][C:23]1[CH:24]=[C:25]2[C:30](=[CH:31][CH:32]=1)[CH2:29][NH:28][CH2:27][CH2:26]2.C(N(CC)CC)C.